From a dataset of Experimentally validated miRNA-target interactions with 360,000+ pairs, plus equal number of negative samples. Binary Classification. Given a miRNA mature sequence and a target amino acid sequence, predict their likelihood of interaction. (1) The miRNA is hsa-miR-30c-1-3p with sequence CUGGGAGAGGGUUGUUUACUCC. The protein sequence of the target gene is MNLLPKSSREFGSVDYWEKFFQQRGKKAFEWYGTYLELCGVLHKYIKPREKVLVIGCGNSELSEQLYDVGYRDIVNIDISEVVIKQMKECNATRRPQMSFLKMDMTQMEFPDASFQVVLDKGTLDAVLTDEEEKTLQQVDRMLAEVGRVLQVGGRYLCISLAQAHILKKAVGHFSREGWMVRVHQVANSQDQVLEAEPQFSLPVFAFIMTKFRPVPGSALQIFELCAQEQRKPVRLESAERLAEAVQERQQYAWLCSQLRRKARLGSVSLDLCDGDTGEPRYTLHVVDSPTVKPSRDNHF.... Result: 0 (no interaction). (2) The miRNA is hsa-miR-32-5p with sequence UAUUGCACAUUACUAAGUUGCA. The protein sequence of the target gene is MFSLKPPKPTFRSYLLPPPQTDDKINSEPKIKKLEPVLLPGEIVVNEVNFVRKCIATDTSQYDLWGKLICSNFKISFITDDPMPLQKFHYRNLLLGEHDVPLTCIEQIVTVNDHKRKQKVLGPNQKLKFNPTELIIYCKDFRIVRFRFDESGPESAKKVCLAIAHYSQPTDLQLLFAFEYVGKKYHNSANKINGIPSGDGGGGGGGGNGAGGGSSQKTPLFETYSDWDREIKRTGASGWRVCSINEGYMISTCLPEYIVVPSSLADQDLKIFSHSFVGRRMPLWCWSHSNGSALVRMALI.... Result: 1 (interaction). (3) The miRNA is hsa-miR-150-3p with sequence CUGGUACAGGCCUGGGGGACAG. The protein sequence of the target gene is MIVDKLLDDSRGGEGLLDAAGDCGLMTSPLNLAYFYGASPPSAPGAGDTGYLSAVPSAPGSPGSDSSDFSSTSSVSSCGAVESRPRGGARAERPQVEPHMGVGRQQRGPFQGVRVKNSVKELLLHIRSNKQKASGQPVDEFKTQSVNIEQLTDLKSAVSAVGKRKGPDPLSDGPVCKRPALLPSHFVTSPQTPTPGESMEDVRHSESKLDSSAALLQNIINIKNECNPVSLNTVQVSWMSPTVPQNSPRDQCQDFHGGQAFSPPQKYQPFQVSGSPQMMDQASMYQYSPQTQNMQQPPPL.... Result: 0 (no interaction).